Dataset: Catalyst prediction with 721,799 reactions and 888 catalyst types from USPTO. Task: Predict which catalyst facilitates the given reaction. (1) Product: [CH2:29]([NH:32][C:4]1[C:5]2[CH2:10][CH2:9][C:8]([C:12]3[CH:17]=[CH:16][C:15]([F:18])=[CH:14][CH:13]=3)([CH3:11])[C:6]=2[N:7]=[C:2]([Cl:1])[N:3]=1)[CH:30]=[CH2:31]. Reactant: [Cl:1][C:2]1[N:3]=[C:4](Cl)[C:5]2[CH2:10][CH2:9][C:8]([C:12]3[CH:17]=[CH:16][C:15]([F:18])=[CH:14][CH:13]=3)([CH3:11])[C:6]=2[N:7]=1.CCN(C(C)C)C(C)C.[CH2:29]([NH2:32])[CH:30]=[CH2:31]. The catalyst class is: 2. (2) Reactant: [CH2:1]([C:3]1[N:4]=[C:5]2[CH:10]=[CH:9][C:8]([S:11][CH2:12][CH3:13])=[N:7][N:6]2[C:14]=1[S:15]([NH2:18])(=[O:17])=[O:16])[CH3:2].[CH3:19][O:20][C:21]1[CH:26]=[C:25]([O:27][CH3:28])[N:24]=[C:23]([NH:29][C:30](=O)[O:31]C2C=CC=CC=2)[N:22]=1.C1CCN2C(=NCCC2)CC1.Cl. Product: [CH3:28][O:27][C:25]1[CH:26]=[C:21]([O:20][CH3:19])[N:22]=[C:23]([NH:29][C:30]([NH:18][S:15]([C:14]2[N:6]3[N:7]=[C:8]([S:11][CH2:12][CH3:13])[CH:9]=[CH:10][C:5]3=[N:4][C:3]=2[CH2:1][CH3:2])(=[O:16])=[O:17])=[O:31])[N:24]=1. The catalyst class is: 47. (3) Reactant: [OH:1][CH2:2][CH:3]1[CH2:8][CH2:7][NH:6][CH2:5][CH2:4]1.[Cl:9][C:10]1[CH:25]=[CH:24][C:13]2[NH:14][C:15]([C:17]3[CH:18]=[N:19][C:20](F)=[CH:21][CH:22]=3)=[N:16][C:12]=2[CH:11]=1.C(N(CC)C(C)C)(C)C. Product: [Cl:9][C:10]1[CH:25]=[CH:24][C:13]2[NH:14][C:15]([C:17]3[CH:22]=[CH:21][C:20]([N:6]4[CH2:7][CH2:8][CH:3]([CH2:2][OH:1])[CH2:4][CH2:5]4)=[N:19][CH:18]=3)=[N:16][C:12]=2[CH:11]=1. The catalyst class is: 3. (4) Reactant: [F:1][C:2]1[CH:3]=[C:4]([C:9]2(O)[CH2:14][CH2:13][O:12][CH2:11][CH2:10]2)[CH:5]=[C:6]([F:8])[CH:7]=1.C1CCN2C(=NCCC2)CC1. Product: [F:1][C:2]1[CH:3]=[C:4]([C:9]2[CH2:14][CH2:13][O:12][CH2:11][CH:10]=2)[CH:5]=[C:6]([F:8])[CH:7]=1. The catalyst class is: 2.